Dataset: Acute oral toxicity (LD50) regression data from Zhu et al.. Task: Regression/Classification. Given a drug SMILES string, predict its toxicity properties. Task type varies by dataset: regression for continuous values (e.g., LD50, hERG inhibition percentage) or binary classification for toxic/non-toxic outcomes (e.g., AMES mutagenicity, cardiotoxicity, hepatotoxicity). Dataset: ld50_zhu. The drug is CC(C)OC(=O)C(O)(c1ccc(Cl)cc1)c1ccc(Cl)cc1. The rat oral LD50 is 1.83, given as -log10 of the dose in mol/kg body weight (higher means more acutely toxic).